From a dataset of Forward reaction prediction with 1.9M reactions from USPTO patents (1976-2016). Predict the product of the given reaction. (1) Given the reactants [NH2:1][C:2]1[C:3]([NH:28][CH:29]2[CH2:33][CH2:32][CH2:31][CH2:30]2)=[N:4][C:5]([NH:8][C:9]2[CH:14]=[CH:13][C:12]([N:15]3[CH2:19][CH2:18][CH:17]([NH:20][C:21]([O:23][C:24]([CH3:27])([CH3:26])[CH3:25])=[O:22])[CH2:16]3)=[CH:11][CH:10]=2)=[N:6][CH:7]=1.[C:34](OCCCC)(=O)[CH:35]=[O:36].CC(O)=O, predict the reaction product. The product is: [C:24]([O:23][C:21]([NH:20][CH:17]1[CH2:18][CH2:19][N:15]([C:12]2[CH:11]=[CH:10][C:9]([NH:8][C:5]3[N:6]=[CH:7][C:2]4[N:1]=[CH:34][C:35](=[O:36])[N:28]([CH:29]5[CH2:30][CH2:31][CH2:32][CH2:33]5)[C:3]=4[N:4]=3)=[CH:14][CH:13]=2)[CH2:16]1)=[O:22])([CH3:27])([CH3:26])[CH3:25]. (2) Given the reactants Cl[C:2]1[C:11]([N:12]([CH:14]([CH3:16])[CH3:15])[CH3:13])=[N:10][C:9]2[C:4](=[CH:5][CH:6]=[C:7]([C:17]([O:19][CH3:20])=[O:18])[CH:8]=2)[N:3]=1.[CH3:21][C:22]1[C:30]2[C:25](=[CH:26][CH:27]=[C:28](B3OC(C)(C)C(C)(C)O3)[CH:29]=2)[NH:24][N:23]=1.[O-]P([O-])([O-])=O.[K+].[K+].[K+], predict the reaction product. The product is: [CH:14]([N:12]([CH3:13])[C:11]1[C:2]([C:28]2[CH:29]=[C:30]3[C:25](=[CH:26][CH:27]=2)[NH:24][N:23]=[C:22]3[CH3:21])=[N:3][C:4]2[C:9]([N:10]=1)=[CH:8][C:7]([C:17]([O:19][CH3:20])=[O:18])=[CH:6][CH:5]=2)([CH3:16])[CH3:15]. (3) Given the reactants Br[C:2]1[CH:3]=[C:4]([CH:7]=[CH:8][C:9]=1[CH2:10][N:11]1[C:15]([CH2:16][CH2:17][CH2:18][OH:19])=[CH:14][N:13]=[CH:12]1)[C:5]#[N:6].N1C=CN=C1.[Br-].[C:26]1(B(O)O)[CH:31]=[CH:30][CH:29]=[CH:28][CH:27]=1.C([O-])([O-])=O.[Na+].[Na+], predict the reaction product. The product is: [OH:19][CH2:18][CH2:17][CH2:16][C:15]1[N:11]([CH2:10][C:9]2[C:2]([C:26]3[CH:31]=[CH:30][CH:29]=[CH:28][CH:27]=3)=[CH:3][C:4]([C:5]#[N:6])=[CH:7][CH:8]=2)[CH:12]=[N:13][CH:14]=1. (4) The product is: [OH:1][CH2:2][C:3]1[CH:4]=[CH:5][C:6]([O:7][CH2:8][CH:9]([OH:11])[CH3:10])=[CH:12][CH:13]=1. Given the reactants [OH:1][CH2:2][C:3]1[CH:13]=[CH:12][C:6]([O:7][CH2:8][C:9](=[O:11])[CH3:10])=[CH:5][CH:4]=1.[BH4-].[Na+], predict the reaction product. (5) Given the reactants [OH:1][C:2]1[CH:7]=[CH:6][C:5]([N:8]2[C:16]3[C:11](=[CH:12][CH:13]=[CH:14][CH:15]=3)[C:10]([C:17](=O)[CH3:18])=[C:9]2[C:20]2[CH:25]=[CH:24][CH:23]=[CH:22][CH:21]=2)=[CH:4][CH:3]=1.Cl.[NH2:27][OH:28].N1C=CC=CC=1, predict the reaction product. The product is: [OH:1][C:2]1[CH:7]=[CH:6][C:5]([N:8]2[C:16]3[C:11](=[CH:12][CH:13]=[CH:14][CH:15]=3)[C:10]([C:17](=[N:27][OH:28])[CH3:18])=[C:9]2[C:20]2[CH:25]=[CH:24][CH:23]=[CH:22][CH:21]=2)=[CH:4][CH:3]=1. (6) Given the reactants [H-].[H-].[H-].[H-].[Li+].[Al+3].[CH3:7][C:8]1([CH3:19])[C:13](=O)[NH:12][C:11]2[CH:15]=[CH:16][CH:17]=[CH:18][C:10]=2[O:9]1, predict the reaction product. The product is: [CH3:7][C:8]1([CH3:19])[CH2:13][NH:12][C:11]2[CH:15]=[CH:16][CH:17]=[CH:18][C:10]=2[O:9]1. (7) Given the reactants [F:1][C:2]1[CH:7]=[CH:6][C:5]([C@@H:8]2[CH2:10][C@H:9]2[C:11]([O:13]CC)=[O:12])=[CH:4][CH:3]=1.[OH-].[K+].O, predict the reaction product. The product is: [F:1][C:2]1[CH:3]=[CH:4][C:5]([C@@H:8]2[CH2:10][C@H:9]2[C:11]([OH:13])=[O:12])=[CH:6][CH:7]=1.